Task: Predict the product of the given reaction.. Dataset: Forward reaction prediction with 1.9M reactions from USPTO patents (1976-2016) (1) Given the reactants C1COCC1.[OH-].[K+].C([O:11][C@H:12]1[C@@H:15]([C:16]2[CH:21]=[CH:20][CH:19]=[CH:18][CH:17]=2)[NH:14][C:13]1=[O:22])(=O)C.C(=O)(O)[O-].[Na+], predict the reaction product. The product is: [OH:11][C@H:12]1[C@@H:15]([C:16]2[CH:21]=[CH:20][CH:19]=[CH:18][CH:17]=2)[NH:14][C:13]1=[O:22]. (2) The product is: [CH2:28]([O:30][C:31](=[O:48])[CH2:32][C:33]1[CH:38]=[CH:37][C:36]([C:21]2[CH:22]=[CH:23][C:18]([C:17]3[O:16][N:15]=[C:14]([CH3:26])[C:13]=3[NH:12][C:11]([O:10][C@@H:8]([C:3]3[CH:4]=[CH:5][CH:6]=[CH:7][C:2]=3[F:1])[CH3:9])=[O:27])=[CH:19][C:20]=2[CH3:25])=[CH:35][CH:34]=1)[CH3:29]. Given the reactants [F:1][C:2]1[CH:7]=[CH:6][CH:5]=[CH:4][C:3]=1[C@H:8]([O:10][C:11](=[O:27])[NH:12][C:13]1[C:14]([CH3:26])=[N:15][O:16][C:17]=1[C:18]1[CH:23]=[CH:22][C:21](Br)=[C:20]([CH3:25])[CH:19]=1)[CH3:9].[CH2:28]([O:30][C:31](=[O:48])[CH2:32][C:33]1[CH:38]=[CH:37][C:36](B2OC(C)(C)C(C)(C)O2)=[CH:35][CH:34]=1)[CH3:29], predict the reaction product.